This data is from Reaction yield outcomes from USPTO patents with 853,638 reactions. The task is: Predict the reaction yield, written as a fraction of the theoretical maximum amount of product (1.0 means a 100% yield; for example, 0.34 means a 34% yield). (1) The reactants are [F:1][C:2]1[CH:7]=[C:6]([F:8])[CH:5]=[CH:4][C:3]=1/[CH:9]=[CH:10]/[C:11]1[CH:12]=[CH:13][C:14]([S:19]([C:22]2[CH:27]=[CH:26][CH:25]=[CH:24][CH:23]=2)(=[O:21])=[O:20])=[C:15]([CH:18]=1)[CH:16]=[O:17].[CH3:28][Mg]Cl. The catalyst is O1CCCC1. The product is [F:1][C:2]1[CH:7]=[C:6]([F:8])[CH:5]=[CH:4][C:3]=1/[CH:9]=[CH:10]/[C:11]1[CH:12]=[CH:13][C:14]([S:19]([C:22]2[CH:27]=[CH:26][CH:25]=[CH:24][CH:23]=2)(=[O:21])=[O:20])=[C:15]([CH:16]([OH:17])[CH3:28])[CH:18]=1. The yield is 0.720. (2) The reactants are Cl[CH2:2][C:3]1[C:12]2[C:7](=[CH:8][C:9]([O:13][CH2:14][C:15]3[CH:20]=[CH:19][CH:18]=[C:17]([Cl:21])[CH:16]=3)=[CH:10][CH:11]=2)[O:6][C:5](=[O:22])[CH:4]=1.[CH3:23][NH2:24]. The catalyst is C1COCC1. The product is [CH3:23][NH:24][CH2:2][C:3]1[C:12]2[C:7](=[CH:8][C:9]([O:13][CH2:14][C:15]3[CH:20]=[CH:19][CH:18]=[C:17]([Cl:21])[CH:16]=3)=[CH:10][CH:11]=2)[O:6][C:5](=[O:22])[CH:4]=1. The yield is 0.280. (3) The reactants are [CH3:1][C:2]1[CH:3]=[CH:4][C:5]([N+:11]([O-])=O)=[C:6]([CH:10]=1)[C:7]([OH:9])=[O:8]. The catalyst is C(O)C.[Pd]. The product is [NH2:11][C:5]1[CH:4]=[CH:3][C:2]([CH3:1])=[CH:10][C:6]=1[C:7]([OH:9])=[O:8]. The yield is 0.960. (4) The reactants are [CH3:1][C:2]1[CH:6]=[CH:5][S:4][C:3]=1[CH2:7][NH2:8].[S:9]1[CH2:15][C:13](=[O:14])[NH:12][C:10]1=S.C(N(C(C)C)CC)(C)C. The catalyst is C(#N)C. The product is [CH3:1][C:2]1[CH:6]=[CH:5][S:4][C:3]=1[CH2:7][NH:8][C:10]1[S:9][CH2:15][C:13](=[O:14])[N:12]=1. The yield is 0.315. (5) The reactants are [CH3:1][O:2][C:3](=[O:12])[C:4]1[CH:9]=[C:8](I)[CH:7]=[C:6]([Br:11])[CH:5]=1.B1([C:19]2[CH:24]=[CH:23][CH:22]=[N:21][CH:20]=2)OCCCO1.C(=O)([O-])[O-].[K+].[K+]. The catalyst is C1(C)C=CC=CC=1. The product is [CH3:1][O:2][C:3](=[O:12])[C:4]1[CH:9]=[C:8]([C:19]2[CH:20]=[N:21][CH:22]=[CH:23][CH:24]=2)[CH:7]=[C:6]([Br:11])[CH:5]=1. The yield is 0.670.